Predict the reaction yield, written as a fraction of the theoretical maximum amount of product (1.0 means a 100% yield; for example, 0.34 means a 34% yield). From a dataset of Reaction yield outcomes from USPTO patents with 853,638 reactions. (1) The reactants are S(=O)(=O)(O)O.[CH2:6]([CH:8]([CH2:21][CH3:22])[C@H:9]([NH:12][C@H:13]([C:15]1[CH:20]=[CH:19][CH:18]=[CH:17][CH:16]=1)[CH3:14])[C:10]#[N:11])[CH3:7].[NH4+].[OH-:24]. No catalyst specified. The product is [CH2:21]([CH:8]([CH2:6][CH3:7])[C@@H:9]([C:10]([NH2:11])=[O:24])[NH:12][C@H:13]([C:15]1[CH:16]=[CH:17][CH:18]=[CH:19][CH:20]=1)[CH3:14])[CH3:22]. The yield is 0.900. (2) The reactants are S(Cl)([Cl:3])=O.[C:5]([O:8][C:9]1[CH:17]=[CH:16][C:12]([C:13](O)=[O:14])=[CH:11][CH:10]=1)(=[O:7])[CH3:6]. The catalyst is C1(C)C=CC=CC=1. The product is [C:5]([O:8][C:9]1[CH:17]=[CH:16][C:12]([C:13]([Cl:3])=[O:14])=[CH:11][CH:10]=1)(=[O:7])[CH3:6]. The yield is 0.920. (3) The reactants are [CH2:1]1[CH2:5]OC[CH2:2]1.CN1C(=O)CCC1.Cl[C:14]1[CH:21]=[C:20]([CH3:22])[C:17]([C:18]#[N:19])=[C:16]([O:23][CH3:24])[N:15]=1.C([Mg]Br)CC.Cl. The catalyst is C(OC(=O)C)C. The product is [CH3:24][O:23][C:16]1[N:15]=[C:14]([CH2:2][CH2:1][CH3:5])[CH:21]=[C:20]([CH3:22])[C:17]=1[C:18]#[N:19]. The yield is 0.880. (4) The reactants are [N:1]1[CH:6]=[CH:5][CH:4]=[CH:3][C:2]=1[O:7][CH2:8][C:9]1[CH:14]=[CH:13][C:12]([CH2:15][C:16](Cl)=[N:17][OH:18])=[CH:11][CH:10]=1.[C:20]([C:22]1[C:23]([NH2:28])=[N:24][CH:25]=[CH:26][CH:27]=1)#[CH:21].C(N(CC)CC)C.O. The catalyst is O1CCCC1. The product is [N:1]1[CH:6]=[CH:5][CH:4]=[CH:3][C:2]=1[O:7][CH2:8][C:9]1[CH:14]=[CH:13][C:12]([CH2:15][C:16]2[CH:21]=[C:20]([C:22]3[C:23]([NH2:28])=[N:24][CH:25]=[CH:26][CH:27]=3)[O:18][N:17]=2)=[CH:11][CH:10]=1. The yield is 0.260. (5) The product is [NH2:1][C:2]1[N:7]=[CH:6][C:5](/[CH:13]=[CH:12]/[C:11]([N:10]([CH3:9])[CH2:15][C:16]2[C:24]3[C:19](=[N:20][CH:21]=[CH:22][CH:23]=3)[N:18]([CH3:25])[CH:17]=2)=[O:14])=[CH:4][N:3]=1. The catalyst is C(#N)CC.CC([O-])=O.CC([O-])=O.[Pd+2]. The yield is 0.180. The reactants are [NH2:1][C:2]1[N:7]=[CH:6][C:5](Br)=[CH:4][N:3]=1.[CH3:9][N:10]([CH2:15][C:16]1[C:24]2[C:19](=[N:20][CH:21]=[CH:22][CH:23]=2)[N:18]([CH3:25])[CH:17]=1)[C:11](=[O:14])[CH:12]=[CH2:13].CC1C=CC=CC=1P(C1C=CC=CC=1C)C1C=CC=CC=1C.CCN(C(C)C)C(C)C.